This data is from Full USPTO retrosynthesis dataset with 1.9M reactions from patents (1976-2016). The task is: Predict the reactants needed to synthesize the given product. (1) Given the product [O:21]=[C:22]([OH:34])[C@@H:23]([C@H:25]([C@H:27]([C@@H:29]([C:31]([OH:33])=[O:32])[OH:30])[OH:28])[OH:26])[OH:24].[CH3:1][NH:2][CH2:3][CH2:4][CH2:5][O:6][C:7]1[CH:8]=[N:9][CH:10]=[C:11]([O:13][CH2:14][C:15]2[CH:20]=[CH:19][CH:18]=[CH:17][CH:16]=2)[CH:12]=1.[CH3:1][NH:2][CH2:3][CH2:4][CH2:5][O:6][C:7]1[CH:8]=[N:9][CH:10]=[C:11]([O:13][CH2:14][C:15]2[CH:20]=[CH:19][CH:18]=[CH:17][CH:16]=2)[CH:12]=1, predict the reactants needed to synthesize it. The reactants are: [CH3:1][NH:2][CH2:3][CH2:4][CH2:5][O:6][C:7]1[CH:8]=[N:9][CH:10]=[C:11]([O:13][CH2:14][C:15]2[CH:20]=[CH:19][CH:18]=[CH:17][CH:16]=2)[CH:12]=1.[O:21]=[C:22]([OH:34])[C@@H:23]([C@H:25]([C@H:27]([C@@H:29]([C:31]([OH:33])=[O:32])[OH:30])[OH:28])[OH:26])[OH:24].O. (2) The reactants are: [C:1]([O:5][C:6]([NH:8][CH2:9][CH2:10][C:11]([OH:13])=O)=[O:7])([CH3:4])([CH3:3])[CH3:2].C1C=CC2N(O)N=NC=2C=1.CCN=C=NCCCN(C)C.Cl.Cl.[C:37]1([C:43]2[CH:44]=[C:45]([CH2:52][O:53][C:54]3[CH:55]=[C:56]4[C:60](=[CH:61][CH:62]=3)[NH:59][CH2:58][CH2:57]4)[S:46][C:47]=2[C:48]([F:51])([F:50])[F:49])[CH:42]=[CH:41][CH:40]=[CH:39][CH:38]=1. Given the product [C:1]([O:5][C:6]([NH:8][CH2:9][CH2:10][C:11]([N:59]1[C:60]2[C:56](=[CH:55][C:54]([O:53][CH2:52][C:45]3[S:46][C:47]([C:48]([F:50])([F:49])[F:51])=[C:43]([C:37]4[CH:42]=[CH:41][CH:40]=[CH:39][CH:38]=4)[CH:44]=3)=[CH:62][CH:61]=2)[CH2:57][CH2:58]1)=[O:13])=[O:7])([CH3:2])([CH3:3])[CH3:4], predict the reactants needed to synthesize it. (3) The reactants are: [Cl-:1].[NH4+:2].C[Al](C)C.[F:7][C:8]1[CH:15]=[CH:14][CH:13]=[CH:12][C:9]=1[C:10]#[N:11]. Given the product [ClH:1].[F:7][C:8]1[CH:15]=[CH:14][CH:13]=[CH:12][C:9]=1[C:10](=[NH:2])[NH2:11], predict the reactants needed to synthesize it. (4) Given the product [Cl:28][C:25]1[CH:26]=[CH:27][C:22]([CH2:21][N:4]2[CH:5]=[C:6]([C:12]3[CH:17]=[CH:16][C:15]([O:18][CH3:19])=[CH:14][CH:13]=3)[C:7]([CH2:9][CH2:10][OH:11])=[CH:8][C:3]2=[O:2])=[CH:23][CH:24]=1, predict the reactants needed to synthesize it. The reactants are: C[O:2][C:3]1[CH:8]=[C:7]([CH2:9][CH2:10][OH:11])[C:6]([C:12]2[CH:17]=[CH:16][C:15]([O:18][CH3:19])=[CH:14][CH:13]=2)=[CH:5][N:4]=1.Br[CH2:21][C:22]1[CH:27]=[CH:26][C:25]([Cl:28])=[CH:24][CH:23]=1. (5) Given the product [CH2:22]([O:6][C:2]1[NH:1][C:5]([C:7]2[CH:12]=[CH:11][N:10]=[CH:9][C:8]=2[NH:13][C:14]2[CH:19]=[CH:18][C:17]([I:20])=[CH:16][C:15]=2[F:21])=[N:4][N:3]=1)[CH3:23], predict the reactants needed to synthesize it. The reactants are: [NH2:1][C:2]1[O:6][C:5]([C:7]2[CH:12]=[CH:11][N:10]=[CH:9][C:8]=2[NH:13][C:14]2[CH:19]=[CH:18][C:17]([I:20])=[CH:16][C:15]=2[F:21])=[N:4][N:3]=1.[CH2:22](O)[CH3:23].C(O)(=O)C.